From a dataset of Reaction yield outcomes from USPTO patents with 853,638 reactions. Predict the reaction yield, written as a fraction of the theoretical maximum amount of product (1.0 means a 100% yield; for example, 0.34 means a 34% yield). (1) The reactants are [Cl:1][C:2]1[N:7]=[CH:6][C:5]2[C:8]([C:11]([O:13][CH3:14])=[O:12])=[N:9][NH:10][C:4]=2[CH:3]=1.[Br:15][C:16]1[CH:17]=[C:18](B(O)O)[CH:19]=[CH:20][CH:21]=1. The yield is 0.430. The product is [Br:15][C:16]1[CH:21]=[C:20]([N:10]2[C:4]3[CH:3]=[C:2]([Cl:1])[N:7]=[CH:6][C:5]=3[C:8]([C:11]([O:13][CH3:14])=[O:12])=[N:9]2)[CH:19]=[CH:18][CH:17]=1. No catalyst specified. (2) The reactants are C(OC(=O)[NH:7][CH:8]1[CH:13]2[CH:9]1[CH2:10][N:11]([C:14](=[O:22])[C:15]1[CH:20]=[CH:19][C:18](I)=[CH:17][CH:16]=1)[CH2:12]2)(C)(C)C.[Cl:24][C:25]1[C:30]([F:31])=[CH:29][CH:28]=[C:27]([Cl:32])[C:26]=1[CH:33]([O:35][C:36]1[C:37]([NH2:51])=[N:38][CH:39]=[C:40](B2OC(C)(C)C(C)(C)O2)[CH:41]=1)[CH3:34].C(Cl)Cl.C([O-])([O-])=O.[Cs+].[Cs+].Cl.O1CCOCC1. The catalyst is COCCOC.C(OCC)(=O)C. The product is [NH2:7][CH:8]1[CH:9]2[CH:13]1[CH2:12][N:11]([C:14]([C:15]1[CH:16]=[CH:17][C:18]([C:40]3[CH:39]=[N:38][C:37]([NH2:51])=[C:36]([O:35][CH:33]([C:26]4[C:27]([Cl:32])=[CH:28][CH:29]=[C:30]([F:31])[C:25]=4[Cl:24])[CH3:34])[CH:41]=3)=[CH:19][CH:20]=1)=[O:22])[CH2:10]2. The yield is 0.260. (3) The reactants are [F:1][C:2]1[CH:3]=[CH:4][C:5]([CH2:8][O:9][C:10]2[CH:15]=[CH:14][N:13]([C:16]3[CH:21]=[CH:20][C:19]4[C:22]5[CH2:27][CH2:26][NH:25][CH2:24][C:23]=5[S:28][C:18]=4[CH:17]=3)[C:12](=[O:29])[CH:11]=2)=[N:6][CH:7]=1.[CH:30](=O)[CH3:31].N1C=CC=CC=1C.B.C(Cl)[Cl:42]. The yield is 0.610. The catalyst is CC(O)=O.C([O-])(O)=O.[Na+]. The product is [ClH:42].[CH2:30]([N:25]1[CH2:26][CH2:27][C:22]2[C:19]3[CH:20]=[CH:21][C:16]([N:13]4[CH:14]=[CH:15][C:10]([O:9][CH2:8][C:5]5[CH:4]=[CH:3][C:2]([F:1])=[CH:7][N:6]=5)=[CH:11][C:12]4=[O:29])=[CH:17][C:18]=3[S:28][C:23]=2[CH2:24]1)[CH3:31]. (4) The reactants are O(S(C(F)(F)F)(=O)=O)S(C(F)(F)F)(=O)=O.[CH2:16]([O:23][N:24]1[C:30](=[O:31])[N:29]2[CH2:32][C@H:25]1[CH2:26][CH2:27][C@H:28]2[C:33]([NH:35][NH:36][C:37](=O)[CH2:38][CH2:39][CH2:40][NH:41][C:42](=[O:48])[O:43][C:44]([CH3:47])([CH3:46])[CH3:45])=[O:34])[C:17]1[CH:22]=[CH:21][CH:20]=[CH:19][CH:18]=1.C([O-])(O)=O.[Na+]. The catalyst is C(Cl)Cl. The product is [CH2:16]([O:23][N:24]1[C:30](=[O:31])[N:29]2[CH2:32][C@H:25]1[CH2:26][CH2:27][C@H:28]2[C:33]1[O:34][C:37]([CH2:38][CH2:39][CH2:40][NH:41][C:42](=[O:48])[O:43][C:44]([CH3:46])([CH3:47])[CH3:45])=[N:36][N:35]=1)[C:17]1[CH:22]=[CH:21][CH:20]=[CH:19][CH:18]=1. The yield is 0.540. (5) The reactants are C(=O)C1C=CC=CC=1.[O:9]1[C:13]2([CH2:18][CH2:17][N:16]([C:19]3[CH:26]=[CH:25][C:22]([C:23]#[N:24])=[CH:21][CH:20]=3)[CH2:15][CH2:14]2)[O:12][CH2:11][CH2:10]1.[N-:27]=[N+:28]=[N-:29].[Na+].Cl.C(N(CC)CC)C.O. The catalyst is C1(C)C=CC=CC=1. The product is [NH:27]1[C:23]([C:22]2[CH:25]=[CH:26][C:19]([N:16]3[CH2:17][CH2:18][C:13]4([O:12][CH2:11][CH2:10][O:9]4)[CH2:14][CH2:15]3)=[CH:20][CH:21]=2)=[N:24][N:29]=[N:28]1. The yield is 0.800. (6) The catalyst is C(#N)C. The product is [CH3:1][O:2][C:3]1[CH:4]=[C:5]([N:12]2[CH2:17][CH2:16][N:15]([CH2:19][CH2:20][CH3:21])[CH2:14][CH2:13]2)[CH:6]=[CH:7][C:8]=1[N+:9]([O-:11])=[O:10]. The reactants are [CH3:1][O:2][C:3]1[CH:4]=[C:5]([N:12]2[CH2:17][CH2:16][NH:15][CH2:14][CH2:13]2)[CH:6]=[CH:7][C:8]=1[N+:9]([O-:11])=[O:10].I[CH2:19][CH2:20][CH3:21].C(=O)([O-])[O-].[K+].[K+]. The yield is 0.720. (7) The reactants are C[Si](C)(C)CCOC[N:7]1[C:11]2=[N:12][CH:13]=[CH:14][C:15]([C:16]3[N:20]=[C:19]([C:21]4[CH:22]=[C:23]([CH:26]=[CH:27][CH:28]=4)[C:24]#[N:25])[O:18][N:17]=3)=[C:10]2[CH:9]=[CH:8]1.[C:31]([OH:37])([C:33]([F:36])([F:35])[F:34])=[O:32].CO. The catalyst is [OH-].[NH4+]. The product is [C:31]([OH:37])([C:33]([F:36])([F:35])[F:34])=[O:32].[NH:7]1[C:11]2=[N:12][CH:13]=[CH:14][C:15]([C:16]3[N:20]=[C:19]([C:21]4[CH:22]=[C:23]([CH:26]=[CH:27][CH:28]=4)[C:24]#[N:25])[O:18][N:17]=3)=[C:10]2[CH:9]=[CH:8]1. The yield is 0.00200. (8) The reactants are [Si]([O:8][CH2:9][C:10]([CH3:16])([CH3:15])[C:11]([O:13]C)=O)(C(C)(C)C)(C)C.CC(C)C(=O)[CH2:20][C:21]#[N:22]. No catalyst specified. The product is [OH:8][CH2:9][C:10]([CH3:15])([CH3:16])[C:11](=[O:13])[CH2:20][C:21]#[N:22]. The yield is 0.290.